Dataset: Experimentally validated miRNA-target interactions with 360,000+ pairs, plus equal number of negative samples. Task: Binary Classification. Given a miRNA mature sequence and a target amino acid sequence, predict their likelihood of interaction. (1) The miRNA is hsa-miR-144-5p with sequence GGAUAUCAUCAUAUACUGUAAG. The protein sequence of the target gene is MNAPLDGLSVSSSSTGSLGSAAGAGGGGGAGLRLLSANVRQLHQALTALLSEAEREQFTHCLNAYHARRNVFDLVRTLRVLLDSPVKRRLLPMLRLVIPRSDQLLFDQYTAEGLYLPATTPYRQPAWGGPDSAGPGEVRLVSLRRAKAHEGLGFSIRGGSEHGVGIYVSLVEPGSLAEKEGLRVGDQILRVNDKSLARVTHAEAVKALKGSKKLVLSVYSAGRIPGGYVTNHIYTWVDPQGRSISPPSGLPQPHGGALRQQEGDRRSTLHLLQGGDEKKVNLVLGDGRSLGLTIRGGAEY.... Result: 0 (no interaction). (2) The miRNA is hsa-miR-548az-3p with sequence AAAAACUGCAAUCACUUUUGC. The protein sequence of the target gene is MEIRQHEWLSASPHEGFEQMRLKSRPKEPSPSLTRVGANFYSSVKQQDYSASVWLRRKDKLEHSQQKCIVIFALVCCFAILVALIFSAVDIMGEDEDGLSEKNCQNKCRIALVENIPEGLNYSENAPFHLSLFQGWMNLLNMAKKSVDIVSSHWDLNHTHPSACQGQRLFEKLLQLTSQNIEIKLVSDVTADSKVLEALKLKGAEVTYMNMTAYNKGRLQSSFWIVDKQHVYIGSAGLDWQSLGQMKELGVIFYNCSCLVLDLQRIFALYSSLKFKSRVPQTWSKRLYGVYDNEKKLQLQ.... Result: 0 (no interaction).